From a dataset of Forward reaction prediction with 1.9M reactions from USPTO patents (1976-2016). Predict the product of the given reaction. (1) Given the reactants Br[C:2]1[CH:3]=[CH:4][C:5]2[O:9][C:8]3[CH:10]=[C:11]([S:14]([NH:17][C@@H:18]([CH:26]([CH3:28])[CH3:27])[C:19]([O:21][C:22]([CH3:25])([CH3:24])[CH3:23])=[O:20])(=[O:16])=[O:15])[CH:12]=[CH:13][C:7]=3[C:6]=2[CH:29]=1.CC(O[K])=O.[B:35]1([B:35]2[O:39][C:38]([CH3:41])([CH3:40])[C:37]([CH3:43])([CH3:42])[O:36]2)[O:39][C:38]([CH3:41])([CH3:40])[C:37]([CH3:43])([CH3:42])[O:36]1.O, predict the reaction product. The product is: [CH3:27][CH:26]([CH3:28])[C@H:18]([NH:17][S:14]([C:11]1[CH:12]=[CH:13][C:7]2[C:6]3[CH:29]=[C:2]([B:35]4[O:39][C:38]([CH3:41])([CH3:40])[C:37]([CH3:43])([CH3:42])[O:36]4)[CH:3]=[CH:4][C:5]=3[O:9][C:8]=2[CH:10]=1)(=[O:16])=[O:15])[C:19]([O:21][C:22]([CH3:25])([CH3:23])[CH3:24])=[O:20]. (2) The product is: [CH3:8][C:9]1[N:22]=[C:21]([NH2:23])[C:12]2[N:13]=[C:14]3[CH2:20][N:19]([S:2]([CH3:1])(=[O:4])=[O:3])[CH2:18][CH2:17][CH2:16][N:15]3[C:11]=2[C:10]=1[CH3:24]. Given the reactants [CH3:1][S:2](Cl)(=[O:4])=[O:3].Cl.Cl.[CH3:8][C:9]1[N:22]=[C:21]([NH2:23])[C:12]2[N:13]=[C:14]3[CH2:20][NH:19][CH2:18][CH2:17][CH2:16][N:15]3[C:11]=2[C:10]=1[CH3:24].C(N(CC)CC)C, predict the reaction product. (3) Given the reactants Cl[C:2]1[N:7]=[C:6]([C:8]([O:10]C)=[O:9])[CH:5]=[C:4]([N:12]2[CH2:17][CH2:16][O:15][CH2:14][CH2:13]2)[N:3]=1.C([Sn](CCCC)(CCCC)[C:23]1[CH:28]=[CH:27][CH:26]=[CH:25][N:24]=1)CCC.[OH-].[Na+], predict the reaction product. The product is: [N:12]1([C:4]2[N:3]=[C:2]([C:23]3[CH:28]=[CH:27][CH:26]=[CH:25][N:24]=3)[N:7]=[C:6]([C:8]([OH:10])=[O:9])[CH:5]=2)[CH2:17][CH2:16][O:15][CH2:14][CH2:13]1. (4) Given the reactants [F:1][C:2]([F:11])([F:10])[C:3]1[CH:8]=[CH:7][CH:6]=[CH:5][C:4]=1[OH:9].Br[CH2:13][C:14]([O:16][CH3:17])=[O:15].C(=O)([O-])[O-].[Cs+].[Cs+], predict the reaction product. The product is: [F:1][C:2]([F:10])([F:11])[C:3]1[CH:8]=[CH:7][CH:6]=[CH:5][C:4]=1[O:9][CH2:13][C:14]([O:16][CH3:17])=[O:15]. (5) The product is: [F:27][C:20]1[CH:21]=[CH:22][C:23]([O:25][CH3:26])=[CH:24][C:19]=1[C:17]([C:6]1[C:7]2[C:12](=[CH:11][C:10]([O:13][CH3:14])=[C:9]([O:15][CH3:16])[CH:8]=2)[C:3]([CH2:2][NH:1][S:30]([CH3:29])(=[O:32])=[O:31])=[CH:4][N:5]=1)=[O:18]. Given the reactants [NH2:1][CH2:2][C:3]1[C:12]2[C:7](=[CH:8][C:9]([O:15][CH3:16])=[C:10]([O:13][CH3:14])[CH:11]=2)[C:6]([C:17]([C:19]2[CH:24]=[C:23]([O:25][CH3:26])[CH:22]=[CH:21][C:20]=2[F:27])=[O:18])=[N:5][CH:4]=1.Cl.[CH3:29][S:30](Cl)(=[O:32])=[O:31].C(N(CC)C(C)C)(C)C, predict the reaction product.